Task: Predict the reaction yield, written as a fraction of the theoretical maximum amount of product (1.0 means a 100% yield; for example, 0.34 means a 34% yield).. Dataset: Reaction yield outcomes from USPTO patents with 853,638 reactions The reactants are [Cl:1][C:2]1[C:10]2[NH:9][C:8](=O)[N:7]([CH2:12][C:13]([O:15][CH2:16][CH3:17])=[O:14])[C:6]=2[C:5]([CH:18]([CH2:21][CH3:22])[CH2:19][CH3:20])=[CH:4][CH:3]=1.P(Cl)(Cl)([Cl:25])=O. No catalyst specified. The product is [Cl:25][C:8]1[N:7]([CH2:12][C:13]([O:15][CH2:16][CH3:17])=[O:14])[C:6]2[C:5]([CH:18]([CH2:21][CH3:22])[CH2:19][CH3:20])=[CH:4][CH:3]=[C:2]([Cl:1])[C:10]=2[N:9]=1. The yield is 0.920.